From a dataset of Forward reaction prediction with 1.9M reactions from USPTO patents (1976-2016). Predict the product of the given reaction. (1) The product is: [O:20]1[CH2:21][CH2:22][O:23][CH2:24][CH:19]1[C:18]1[C:12]2[S:11][C:10]([NH:9][C:8](=[O:27])[N:35]([C@H:36]3[CH2:41][CH2:40][C@@H:39]([OH:42])[CH2:38][CH2:37]3)[CH3:34])=[N:14][C:13]=2[C:15]([O:25][CH3:26])=[CH:16][CH:17]=1. Given the reactants C1(O[C:8](=[O:27])[NH:9][C:10]2[S:11][C:12]3[C:18]([CH:19]4[CH2:24][O:23][CH2:22][CH2:21][O:20]4)=[CH:17][CH:16]=[C:15]([O:25][CH3:26])[C:13]=3[N:14]=2)C=CC=CC=1.N1C=CC=CC=1.[CH3:34][NH:35][C@@H:36]1[CH2:41][CH2:40][C@H:39]([OH:42])[CH2:38][CH2:37]1, predict the reaction product. (2) Given the reactants C[N:2]1C=CN=C1.[Li]CCCC.[Si](Cl)(CC)(CC)CC.[Cl:20][C:21]1C=[CH:25][C:24]([C:27]([C:29]2[N:33]([CH3:34])[CH:32]=[N:31][CH:30]=2)=[O:28])=[CH:23][CH:22]=1.Cl.[OH-].[Na+], predict the reaction product. The product is: [Cl:20][C:21]1[CH:22]=[CH:23][C:24]([C:27]([C:29]2[N:33]([CH3:34])[CH:32]=[N:31][CH:30]=2)=[O:28])=[CH:25][N:2]=1. (3) The product is: [ClH:15].[Br:1][C:2]1[CH:3]=[C:4]2[C:9](=[CH:10][C:11]=1[O:12][CH3:13])[N:8]=[C:7]([CH3:14])[CH:6]=[C:5]2[N:16]1[CH2:20][CH2:19][CH2:18][CH2:17]1. Given the reactants [Br:1][C:2]1[CH:3]=[C:4]2[C:9](=[CH:10][C:11]=1[O:12][CH3:13])[N:8]=[C:7]([CH3:14])[CH:6]=[C:5]2[Cl:15].[NH:16]1[CH2:20][CH2:19][CH2:18][CH2:17]1.N1C=CC=CC=1.[Na+].[I-], predict the reaction product.